Dataset: Catalyst prediction with 721,799 reactions and 888 catalyst types from USPTO. Task: Predict which catalyst facilitates the given reaction. (1) Reactant: [C:1]([O:5][C:6](=[O:17])[C:7]1[CH:12]=[CH:11][C:10](Cl)=[C:9]([N+:14]([O-:16])=[O:15])[CH:8]=1)([CH3:4])([CH3:3])[CH3:2].[CH2:18]([NH2:20])[CH3:19].C1COCC1. Product: [C:1]([O:5][C:6](=[O:17])[C:7]1[CH:12]=[CH:11][C:10]([NH:20][CH2:18][CH3:19])=[C:9]([N+:14]([O-:16])=[O:15])[CH:8]=1)([CH3:4])([CH3:3])[CH3:2]. The catalyst class is: 1. (2) Reactant: [F:1][C:2]([F:20])([F:19])[C:3]1[CH:8]=[CH:7][C:6]([CH:9]2[C:18]3[N:17]=[CH:16][CH:15]=[CH:14][C:13]=3[CH2:12][CH2:11][NH:10]2)=[CH:5][CH:4]=1.[F:21][C:22]1[CH:27]=[CH:26][C:25]([N:28]=[C:29]=[O:30])=[CH:24][CH:23]=1. Product: [F:21][C:22]1[CH:27]=[CH:26][C:25]([NH:28][C:29]([N:10]2[CH:9]([C:6]3[CH:7]=[CH:8][C:3]([C:2]([F:1])([F:19])[F:20])=[CH:4][CH:5]=3)[C:18]3[N:17]=[CH:16][CH:15]=[CH:14][C:13]=3[CH2:12][CH2:11]2)=[O:30])=[CH:24][CH:23]=1. The catalyst class is: 26.